From a dataset of Full USPTO retrosynthesis dataset with 1.9M reactions from patents (1976-2016). Predict the reactants needed to synthesize the given product. (1) Given the product [Br:1][C:2]1[CH:3]=[N:4][C:5]2[N:6]([N:8]=[C:9]([C:11]([N:16]3[CH2:17][CH2:18][C:19]4[C:24](=[CH:23][C:22]([C:25]5[CH:30]=[CH:29][N:28]=[CH:27][CH:26]=5)=[CH:21][CH:20]=4)[N:15]3[CH3:14])=[O:13])[CH:10]=2)[CH:7]=1, predict the reactants needed to synthesize it. The reactants are: [Br:1][C:2]1[CH:3]=[N:4][C:5]2[N:6]([N:8]=[C:9]([C:11]([OH:13])=O)[CH:10]=2)[CH:7]=1.[CH3:14][N:15]1[C:24]2[C:19](=[CH:20][CH:21]=[C:22]([C:25]3[CH:30]=[CH:29][N:28]=[CH:27][CH:26]=3)[CH:23]=2)[CH2:18][CH2:17][NH:16]1. (2) Given the product [CH2:1]([O:3][C:4]([C@@H:5]1[C@H:21]([C:20]2[CH:27]=[CH:28][CH:29]=[CH:30][C:19]=2[F:18])[C@H:6]1[C:7]1[CH:12]=[CH:11][N:10]=[C:9]([CH:13]2[CH2:15][CH2:14]2)[CH:8]=1)=[O:16])[CH3:2], predict the reactants needed to synthesize it. The reactants are: [CH2:1]([O:3][C:4](=[O:16])/[CH:5]=[CH:6]/[C:7]1[CH:12]=[CH:11][N:10]=[C:9]([CH:13]2[CH2:15][CH2:14]2)[CH:8]=1)[CH3:2].[Br-].[F:18][C:19]1[CH:30]=[CH:29][CH:28]=[CH:27][C:20]=1[CH2:21][S+]1CCCC1. (3) Given the product [CH2:1]([O:11][C:12](=[O:20])[C:13]1[CH:18]=[CH:17][CH:16]=[CH:15][C:14]=1[NH:19][CH2:23][CH2:22][C:21]([O:25][CH2:26][CH2:27][CH2:28][CH3:29])=[O:24])[CH2:2][CH2:3][CH2:4][CH2:5][CH2:6][CH2:7][CH2:8][CH2:9][CH3:10], predict the reactants needed to synthesize it. The reactants are: [CH2:1]([O:11][C:12](=[O:20])[C:13]1[CH:18]=[CH:17][CH:16]=[CH:15][C:14]=1[NH2:19])[CH2:2][CH2:3][CH2:4][CH2:5][CH2:6][CH2:7][CH2:8][CH2:9][CH3:10].[C:21]([O:25][CH2:26][CH2:27][CH2:28][CH3:29])(=[O:24])[CH:22]=[CH2:23]. (4) The reactants are: Br[C:2]1[CH:7]=[CH:6][C:5]([O:8][Si:9]([CH:16]([CH3:18])[CH3:17])([CH:13]([CH3:15])[CH3:14])[CH:10]([CH3:12])[CH3:11])=[CH:4][N:3]=1.C([Li])CCC.[Br:24][C:25]1[CH:30]=[C:29]([O:31][CH2:32][O:33][CH3:34])[CH:28]=[CH:27][C:26]=1[CH2:35][C:36](=[O:38])[CH3:37].[Cl-].[NH4+]. Given the product [Br:24][C:25]1[CH:30]=[C:29]([O:31][CH2:32][O:33][CH3:34])[CH:28]=[CH:27][C:26]=1[CH2:35][C:36]([C:2]1[CH:7]=[CH:6][C:5]([O:8][Si:9]([CH:16]([CH3:18])[CH3:17])([CH:13]([CH3:15])[CH3:14])[CH:10]([CH3:12])[CH3:11])=[CH:4][N:3]=1)([OH:38])[CH3:37], predict the reactants needed to synthesize it.